From a dataset of Full USPTO retrosynthesis dataset with 1.9M reactions from patents (1976-2016). Predict the reactants needed to synthesize the given product. (1) Given the product [CH3:46][C:45]([CH3:48])([CH3:47])[C@H:40]([NH:39][C:6]([C@H:5]([CH2:9][CH:10]([CH3:12])[CH3:11])[CH2:4][C:3]([O:2][CH3:1])=[O:13])=[O:8])[C:41]([NH:43][CH3:44])=[O:42], predict the reactants needed to synthesize it. The reactants are: [CH3:1][O:2][C:3](=[O:13])[CH2:4][C@@H:5]([CH2:9][CH:10]([CH3:12])[CH3:11])[C:6]([OH:8])=O.C1CCC(N=C=NC2CCCCC2)CC1.C1C=CC2N(O)N=NC=2C=1.[NH2:39][C@@H:40]([C:45]([CH3:48])([CH3:47])[CH3:46])[C:41]([NH:43][CH3:44])=[O:42]. (2) Given the product [CH3:8][O:7][C:5](=[O:6])[CH2:4][N:1]1[CH:11]=[C:10]([C:9]([NH:13][CH2:14][C:15]2[CH:16]=[CH:17][C:18]([C:19]([OH:21])=[O:20])=[CH:22][CH:23]=2)=[O:12])[N:3]=[N:2]1, predict the reactants needed to synthesize it. The reactants are: [N:1]([CH2:4][C:5]([O:7][CH3:8])=[O:6])=[N+:2]=[N-:3].[C:9]([NH:13][CH2:14][C:15]1[CH:23]=[CH:22][C:18]([C:19]([OH:21])=[O:20])=[CH:17][CH:16]=1)(=[O:12])[C:10]#[CH:11].O=C1O[C@H]([C@H](CO)O)C(O)=C1O.C(N(CC(O)=O)CC(O)=O)CN(CC(O)=O)CC(O)=O.[Na][Na]. (3) Given the product [NH2:1][C:2]1[C:3]([CH3:24])([C:4]#[N:5])[CH2:6][C:7]([C:19]2[CH:18]=[CH:17][CH:16]=[C:15]([Cl:14])[CH:20]=2)=[C:8]([F:11])[C:9]=1[OH:10], predict the reactants needed to synthesize it. The reactants are: [NH2:1][C:2]1[C:9]([OH:10])=[C:8]([F:11])[C:7](Br)=[C:6](C)[C:3]=1[C:4]#[N:5].[Cl:14][C:15]1[CH:16]=[C:17](B(O)O)[CH:18]=[CH:19][CH:20]=1.[C:24](=O)([O-])[O-].[Cs+].[Cs+]. (4) Given the product [Br:3][CH:4]1[CH:17]=[CH:16][C:15]2[C:14]3[C:9](=[CH:10][C:11]([Br:18])=[CH:12][CH:13]=3)[C:8](=[O:19])[C:7]([CH2:21][CH:22]([CH2:27][CH3:28])[CH2:23][CH2:24][CH2:25][CH3:26])([O:20][CH3:29])[C:6]=2[CH2:5]1, predict the reactants needed to synthesize it. The reactants are: [H-].[Na+].[Br:3][CH:4]1[CH:17]=[CH:16][C:15]2[C:14]3[C:9](=[CH:10][C:11]([Br:18])=[CH:12][CH:13]=3)[C:8](=[O:19])[C:7]([CH2:21][CH:22]([CH2:27][CH3:28])[CH2:23][CH2:24][CH2:25][CH3:26])([OH:20])[C:6]=2[CH2:5]1.[CH3:29]I.[NH4+].[OH-]. (5) Given the product [N:20]1[CH:21]=[CH:22][C:17]([C:2]2[CH:6]=[CH:5][O:4][C:3]=2[C:7]([O:9][CH2:10][CH3:11])=[O:8])=[CH:18][CH:19]=1, predict the reactants needed to synthesize it. The reactants are: Br[C:2]1[CH:6]=[CH:5][O:4][C:3]=1[C:7]([O:9][CH2:10][CH3:11])=[O:8].C([Sn](CCCC)(CCCC)[C:17]1[CH:22]=[CH:21][N:20]=[CH:19][CH:18]=1)CCC.[F-].[NH4+]. (6) Given the product [CH3:16][O:17][C:18]1[N:23]=[CH:22][C:21]([O:1][C:2]2[CH:3]=[C:4]3[C:9](=[CH:10][CH:11]=2)[C:8]([C:12]([O:14][CH3:15])=[O:13])=[CH:7][CH:6]=[CH:5]3)=[CH:20][CH:19]=1, predict the reactants needed to synthesize it. The reactants are: [OH:1][C:2]1[CH:3]=[C:4]2[C:9](=[CH:10][CH:11]=1)[C:8]([C:12]([O:14][CH3:15])=[O:13])=[CH:7][CH:6]=[CH:5]2.[CH3:16][O:17][C:18]1[N:23]=[CH:22][C:21](B(O)O)=[CH:20][CH:19]=1.C(N(CC)CC)C. (7) Given the product [CH3:18][O:19][C:20]1[CH:21]=[C:22]2[C:27](=[CH:28][C:29]=1[O:30][CH3:31])[N:26]=[CH:25][CH:24]=[C:23]2[O:32][C:33]1[CH:34]=[CH:35][C:36]([NH:37][C:14]([C:10]2[C:9](=[O:17])[N:8]([C:5]3[CH:4]=[CH:3][C:2]([F:1])=[CH:7][CH:6]=3)[CH:13]=[CH:12][CH:11]=2)=[O:16])=[CH:38][CH:39]=1, predict the reactants needed to synthesize it. The reactants are: [F:1][C:2]1[CH:7]=[CH:6][C:5]([N:8]2[CH:13]=[CH:12][CH:11]=[C:10]([C:14]([OH:16])=O)[C:9]2=[O:17])=[CH:4][CH:3]=1.[CH3:18][O:19][C:20]1[CH:21]=[C:22]2[C:27](=[CH:28][C:29]=1[O:30][CH3:31])[N:26]=[CH:25][CH:24]=[C:23]2[O:32][C:33]1[CH:39]=[CH:38][C:36]([NH2:37])=[CH:35][CH:34]=1.Cl.CN(C)CCCN=C=NCC.ON1C2C=CC=CC=2N=N1.CCN(CC)CC. (8) Given the product [Cl:1][C:2]1[CH:3]=[C:4]([N:9]([CH2:25][C:26]2[CH:31]=[CH:30][C:29]([O:32][CH3:33])=[C:28]([O:34][CH3:35])[CH:27]=2)[C:10]2[C:19]3[C:14](=[CH:15][C:16]([O:23][CH3:24])=[C:17]([S:20][CH:41]4[CH2:37][CH2:38][N:39]([C:42]([O:44][C:45]([CH3:48])([CH3:47])[CH3:46])=[O:43])[CH2:40]4)[CH:18]=3)[N:13]=[CH:12][N:11]=2)[CH:5]=[CH:6][C:7]=1[F:8], predict the reactants needed to synthesize it. The reactants are: [Cl:1][C:2]1[CH:3]=[C:4]([N:9]([CH2:25][C:26]2[CH:31]=[CH:30][C:29]([O:32][CH3:33])=[C:28]([O:34][CH3:35])[CH:27]=2)[C:10]2[C:19]3[C:14](=[CH:15][C:16]([O:23][CH3:24])=[C:17]([S:20]C#N)[CH:18]=3)[N:13]=[CH:12][N:11]=2)[CH:5]=[CH:6][C:7]=1[F:8].I[CH:37]1[CH2:41][CH2:40][N:39]([C:42]([O:44][C:45]([CH3:48])([CH3:47])[CH3:46])=[O:43])[CH2:38]1. (9) Given the product [CH:34]1([N:27]2[C:25]3[N:26]=[C:21]([NH:20][C:17]4[N:16]=[CH:15][C:14]([N:11]5[CH2:12][CH2:13][N:8]([C:6](=[O:7])[CH2:5][OH:4])[CH2:9][CH2:10]5)=[CH:19][CH:18]=4)[N:22]=[CH:23][C:24]=3[C:29]3[CH:30]=[CH:31][N:32]=[CH:33][C:28]2=3)[CH2:35][CH2:36][CH2:37][CH2:38]1, predict the reactants needed to synthesize it. The reactants are: C([O:4][CH2:5][C:6]([N:8]1[CH2:13][CH2:12][N:11]([C:14]2[CH:15]=[N:16][C:17]([NH:20][C:21]3[N:22]=[CH:23][C:24]4[C:29]5[CH:30]=[CH:31][N:32]=[CH:33][C:28]=5[N:27]([CH:34]5[CH2:38][CH2:37][CH2:36][CH2:35]5)[C:25]=4[N:26]=3)=[CH:18][CH:19]=2)[CH2:10][CH2:9]1)=[O:7])(=O)C.[Li+].[OH-]. (10) Given the product [CH:3]1[C:15]2[CH2:14][C:13]3[C:8](=[CH:9][CH:10]=[C:11]([C:16]4[S:20][C:19]([NH:21][C:22](=[O:23])[CH2:24][CH2:25][CH2:26][OH:27])=[N:18][CH:17]=4)[CH:12]=3)[C:7]=2[CH:6]=[CH:5][CH:4]=1, predict the reactants needed to synthesize it. The reactants are: [Li+].[Cl-].[CH:3]1[C:15]2[CH2:14][C:13]3[C:8](=[CH:9][CH:10]=[C:11]([C:16]4[S:20][C:19]([NH:21][C:22]([CH2:24][CH2:25][C:26]([O-])=[O:27])=[O:23])=[N:18][CH:17]=4)[CH:12]=3)[C:7]=2[CH:6]=[CH:5][CH:4]=1.[BH4-].[Na+].